Dataset: hERG potassium channel inhibition data for cardiac toxicity prediction from Karim et al.. Task: Regression/Classification. Given a drug SMILES string, predict its toxicity properties. Task type varies by dataset: regression for continuous values (e.g., LD50, hERG inhibition percentage) or binary classification for toxic/non-toxic outcomes (e.g., AMES mutagenicity, cardiotoxicity, hepatotoxicity). Dataset: herg_karim. (1) The drug is CN(C)c1ncc(/C=C/c2c(F)cccc2F)cn1. The result is 0 (non-blocker). (2) The molecule is Cc1cc(=O)oc2c(Cl)c(OCCCCN3CCC(c4noc5cc(F)ccc45)CC3)ccc12. The result is 1 (blocker). (3) The drug is COc1c(N2CCN[C@@H](C)C2)c(F)cc2c(=O)c(C(=O)O)cn(C3CC3)c12. The result is 0 (non-blocker). (4) The result is 0 (non-blocker). The compound is O=S(=O)(NCCN1CC2CN(CCc3ccccc3F)CC(C1)O2)c1ccc(F)cc1. (5) The result is 0 (non-blocker). The compound is C[C@@H](NC(=O)c1ncnc(N)c1Cl)c1ncc(C(=O)Nc2cc(C(F)(F)F)c(Cl)cn2)s1. (6) The drug is CN(C)C(=O)N1CC(c2cc(F)ccc2F)=C[C@H]1c1cccc(O)c1. The result is 0 (non-blocker). (7) The molecule is CCC1NC(c2cc(C#N)ccn2)=NC1(c1ccc(F)cc1)c1ccc(F)cc1. The result is 1 (blocker). (8) The molecule is CC1CN(Cc2ccc(-c3cccnc3C(=O)N3CCC(Nc4ccc(F)cc4)CC3)cc2)CC(C)N1. The result is 0 (non-blocker). (9) The molecule is CCOc1ccc2c(=O)cc(C(=O)NC3CCN(Cc4ccc5c(c4)OCO5)CC3)oc2c1. The result is 1 (blocker). (10) The compound is CC(NC(=O)C1(N)CCCN(c2ncnc3[nH]ccc23)C1)c1ccccn1. The result is 0 (non-blocker).